This data is from Reaction yield outcomes from USPTO patents with 853,638 reactions. The task is: Predict the reaction yield, written as a fraction of the theoretical maximum amount of product (1.0 means a 100% yield; for example, 0.34 means a 34% yield). (1) The reactants are [OH:1][CH2:2][C:3]1[CH:4]=[C:5](B(O)O)[CH:6]=[CH:7][CH:8]=1.I[C:13]1[C:21]2[C:16](=[N:17][CH:18]=[N:19][C:20]=2[NH2:22])[N:15]([CH:23]([CH3:25])[CH3:24])[N:14]=1.C([O-])([O-])=O.[Na+].[Na+]. The catalyst is CCO.COCCOC.C1C=CC([P]([Pd]([P](C2C=CC=CC=2)(C2C=CC=CC=2)C2C=CC=CC=2)([P](C2C=CC=CC=2)(C2C=CC=CC=2)C2C=CC=CC=2)[P](C2C=CC=CC=2)(C2C=CC=CC=2)C2C=CC=CC=2)(C2C=CC=CC=2)C2C=CC=CC=2)=CC=1. The product is [NH2:22][C:20]1[N:19]=[CH:18][N:17]=[C:16]2[N:15]([CH:23]([CH3:25])[CH3:24])[N:14]=[C:13]([C:5]3[CH:4]=[C:3]([CH2:2][OH:1])[CH:8]=[CH:7][CH:6]=3)[C:21]=12. The yield is 0.420. (2) The reactants are Cl[CH2:2][C:3]1[CH:4]=[CH:5][C:6]([NH:9][CH2:10][C:11]2[CH:16]=[CH:15][C:14]([Cl:17])=[C:13]([Cl:18])[CH:12]=2)=[N:7][CH:8]=1.[OH:19][C:20]1[CH:21]=[C:22]2[C:27](=[CH:28][CH:29]=1)[NH:26][C:25](=[O:30])[CH:24]=[CH:23]2.C([O-])([O-])=O.[Cs+].[Cs+]. The catalyst is CN(C=O)C.O. The product is [Cl:18][C:13]1[CH:12]=[C:11]([CH:16]=[CH:15][C:14]=1[Cl:17])[CH2:10][NH:9][C:6]1[N:7]=[CH:8][C:3]([CH2:2][O:19][C:20]2[CH:21]=[C:22]3[C:27](=[CH:28][CH:29]=2)[NH:26][C:25](=[O:30])[CH:24]=[CH:23]3)=[CH:4][CH:5]=1. The yield is 0.220. (3) The reactants are [Br:1][CH2:2][CH2:3][CH2:4][CH2:5][C:6]([CH3:21])([C:15]1C=CC=CC=1)[CH2:7][O:8][CH:9]1[CH2:14][CH2:13][CH2:12][CH2:11][O:10]1.BrCCCCC(C)(C)CO.O1C=CCCC1. The catalyst is C(Cl)Cl.O.C1(C)C=CC(S(O)(=O)=O)=CC=1. The product is [Br:1][CH2:2][CH2:3][CH2:4][CH2:5][C:6]([CH3:21])([CH3:15])[CH2:7][O:8][CH:9]1[CH2:14][CH2:13][CH2:12][CH2:11][O:10]1. The yield is 0.830. (4) The reactants are [F:1][C:2]1[CH:3]=[C:4]([CH:49]=[CH:50][CH:51]=1)[CH2:5][N:6]1[CH:10]=[C:9]([C:11]2[C:19]3[C:14](=[N:15][CH:16]=[C:17]([C:20]4[CH:25]=[CH:24][C:23]([N:26]5[CH2:31][CH2:30][N:29](C(OC(C)(C)C)=O)[CH2:28][CH2:27]5)=[CH:22][CH:21]=4)[CH:18]=3)[N:13]([S:39]([C:42]3[CH:48]=[CH:47][C:45]([CH3:46])=[CH:44][CH:43]=3)(=[O:41])=[O:40])[CH:12]=2)[CH:8]=[N:7]1.[ClH:52]. The catalyst is CCOCC. The product is [ClH:52].[F:1][C:2]1[CH:3]=[C:4]([CH:49]=[CH:50][CH:51]=1)[CH2:5][N:6]1[CH:10]=[C:9]([C:11]2[C:19]3[C:14](=[N:15][CH:16]=[C:17]([C:20]4[CH:25]=[CH:24][C:23]([N:26]5[CH2:27][CH2:28][NH:29][CH2:30][CH2:31]5)=[CH:22][CH:21]=4)[CH:18]=3)[N:13]([S:39]([C:42]3[CH:48]=[CH:47][C:45]([CH3:46])=[CH:44][CH:43]=3)(=[O:40])=[O:41])[CH:12]=2)[CH:8]=[N:7]1. The yield is 0.803. (5) The reactants are CS(C)=O.[C:5](Cl)(=[O:9])[C:6](Cl)=[O:7].C(Cl)Cl.C(NO)([O:16][C:17]([CH3:20])([CH3:19])[CH3:18])=O.C([N:25](CC)CC)C. The catalyst is C(Cl)Cl.C1COCC1. The product is [C:6]([C:5]([NH2:25])=[O:9])([O:16][C:17]([CH3:20])([CH3:19])[CH3:18])=[O:7]. The yield is 0.850. (6) The reactants are C(OC([N:8]1[CH2:13][CH2:12][O:11][C@H:10]([C:14]2[CH:19]=[CH:18][C:17]([NH:20][C:21]([C:23]3[CH:28]=[N:27][C:26]([C:29]([F:32])([F:31])[F:30])=[CH:25][N:24]=3)=[O:22])=[CH:16][C:15]=2[F:33])[CH2:9]1)=O)(C)(C)C.[ClH:34]. The catalyst is O1CCOCC1. The product is [ClH:34].[F:33][C:15]1[CH:16]=[C:17]([NH:20][C:21]([C:23]2[CH:28]=[N:27][C:26]([C:29]([F:32])([F:30])[F:31])=[CH:25][N:24]=2)=[O:22])[CH:18]=[CH:19][C:14]=1[C@H:10]1[O:11][CH2:12][CH2:13][NH:8][CH2:9]1. The yield is 0.480. (7) The product is [CH3:21][O:22][CH2:23][C:24](=[O:30])[C:25](=[N:17][NH:12][C:10]1[C:9]([F:13])=[CH:8][C:6]2[O:7][C:2]([F:1])([F:16])[C:3]([F:15])([F:14])[O:4][C:5]=2[CH:11]=1)[C:26]([O:28][CH3:29])=[O:27]. The reactants are [F:1][C:2]1([F:16])[O:7][C:6]2[CH:8]=[C:9]([F:13])[C:10]([NH2:12])=[CH:11][C:5]=2[O:4][C:3]1([F:15])[F:14].[N:17]([O-])=O.[Na+].[CH3:21][O:22][CH2:23][C:24](=[O:30])[CH2:25][C:26]([O:28][CH3:29])=[O:27].CC([O-])=O.[Na+]. The catalyst is Cl.O.CCO. The yield is 0.850.